From a dataset of Forward reaction prediction with 1.9M reactions from USPTO patents (1976-2016). Predict the product of the given reaction. (1) Given the reactants FC(F)(F)C(O)=O.[F:8][C:9]1[C:10]([S:26][C:27]2[N:31]3[N:32]=[C:33]([C:36]4[CH:41]=[CH:40][C:39]([F:42])=[CH:38][CH:37]=4)[CH:34]=[CH:35][C:30]3=[N:29][N:28]=2)=[CH:11][C:12]2[S:16][C:15]([NH:17]C(=O)OC(C)(C)C)=[N:14][C:13]=2[CH:25]=1, predict the reaction product. The product is: [F:8][C:9]1[C:10]([S:26][C:27]2[N:31]3[N:32]=[C:33]([C:36]4[CH:37]=[CH:38][C:39]([F:42])=[CH:40][CH:41]=4)[CH:34]=[CH:35][C:30]3=[N:29][N:28]=2)=[CH:11][C:12]2[S:16][C:15]([NH2:17])=[N:14][C:13]=2[CH:25]=1. (2) Given the reactants [CH3:1][C:2]1[CH:7]=[C:6]([CH3:8])[N:5]=[C:4]([NH2:9])[CH:3]=1.Cl[C:11]1[C:20]2=[N:21][N:22](CC3C=CC(OC)=CC=3)[CH:23]=[C:19]2[C:18]2[CH:17]=[C:16]([O:33][CH3:34])[CH:15]=[CH:14][C:13]=2[N:12]=1, predict the reaction product. The product is: [CH3:1][C:2]1[CH:7]=[C:6]([CH3:8])[N:5]=[C:4]([NH:9][C:11]2[C:20]3=[N:21][NH:22][CH:23]=[C:19]3[C:18]3[CH:17]=[C:16]([O:33][CH3:34])[CH:15]=[CH:14][C:13]=3[N:12]=2)[CH:3]=1. (3) The product is: [N:16]1([CH2:15][CH2:14][CH:9]2[CH2:10][CH2:11][CH2:12][CH2:13][NH:8]2)[CH:20]=[CH:19][N:18]=[CH:17]1. Given the reactants C(OC([N:8]1[CH2:13][CH2:12][CH2:11][CH2:10][CH:9]1[CH2:14][CH2:15][N:16]1[CH:20]=[CH:19][N:18]=[CH:17]1)=O)(C)(C)C.OS(O)(=O)=O, predict the reaction product. (4) Given the reactants C(OC([N:8]1[CH2:14][CH2:13][C:12]2[C:15]([S:20][C:21](N(C)C)=O)=[C:16]([Cl:19])[CH:17]=[CH:18][C:11]=2[CH2:10][CH2:9]1)=O)(C)(C)C.Cl.[N:27]1[CH:32]=[CH:31][CH:30]=[CH:29][C:28]=1CCl, predict the reaction product. The product is: [ClH:19].[Cl:19][C:16]1[CH:17]=[CH:18][C:11]2[CH2:10][CH2:9][NH:8][CH2:14][CH2:13][C:12]=2[C:15]=1[S:20][CH2:21][C:28]1[CH:29]=[CH:30][CH:31]=[CH:32][N:27]=1. (5) Given the reactants C1N=CN([C:6]([N:8]2C=N[CH:10]=[CH:9]2)=[O:7])C=1.NC1C=[C:18]([Br:20])[CH:17]=[C:16]([F:21])[C:15]=1[OH:22], predict the reaction product. The product is: [Br:20][C:18]1[CH:17]=[C:16]([F:21])[C:15]2[O:22][C:6](=[O:7])[NH:8][C:9]=2[CH:10]=1. (6) The product is: [CH:11]([N:8]1[CH:7]=[N:6][C:5]2[C:9]1=[N:10][C:2]([NH:31][C@@H:32]([CH2:37][CH3:38])[CH:33]([OH:36])[CH2:34][CH3:35])=[N:3][C:4]=2[NH:14][CH2:15][C:16]1[CH:17]=[N:18][CH:19]=[CH:20][CH:21]=1)([CH3:13])[CH3:12]. Given the reactants F[C:2]1[N:10]=[C:9]2[C:5]([N:6]=[CH:7][N:8]2[CH:11]([CH3:13])[CH3:12])=[C:4]([NH:14][CH2:15][C:16]2[CH:17]=[N:18][CH:19]=[CH:20][CH:21]=2)[N:3]=1.CCN(C(C)C)C(C)C.[NH2:31][C@@H:32]([CH2:37][CH3:38])[CH:33]([OH:36])[CH2:34][CH3:35], predict the reaction product.